Dataset: Forward reaction prediction with 1.9M reactions from USPTO patents (1976-2016). Task: Predict the product of the given reaction. Given the reactants [CH2:1]([O:3][C:4]([C:6]1[S:7][CH:8]=[C:9]([CH3:11])[N:10]=1)=[O:5])[CH3:2].C1C(=O)N([Br:19])C(=O)C1, predict the reaction product. The product is: [CH2:1]([O:3][C:4]([C:6]1[S:7][C:8]([Br:19])=[C:9]([CH3:11])[N:10]=1)=[O:5])[CH3:2].